Predict the reaction yield, written as a fraction of the theoretical maximum amount of product (1.0 means a 100% yield; for example, 0.34 means a 34% yield). From a dataset of Reaction yield outcomes from USPTO patents with 853,638 reactions. The catalyst is O1CCCC1. The product is [F:13][C:14]([F:25])([F:24])[C:15]([C:8]1[C:7]2[C:11](=[CH:12][C:4]([N+:1]([O-:3])=[O:2])=[CH:5][CH:6]=2)[NH:10][CH:9]=1)=[O:16]. The yield is 0.400. The reactants are [N+:1]([C:4]1[CH:12]=[C:11]2[C:7]([CH:8]=[CH:9][NH:10]2)=[CH:6][CH:5]=1)([O-:3])=[O:2].[F:13][C:14]([F:25])([F:24])[C:15](O[C:15](=[O:16])[C:14]([F:25])([F:24])[F:13])=[O:16].O.